Task: Predict the reaction yield, written as a fraction of the theoretical maximum amount of product (1.0 means a 100% yield; for example, 0.34 means a 34% yield).. Dataset: Reaction yield outcomes from USPTO patents with 853,638 reactions The reactants are Br.[N:2]1[CH2:3][CH2:4][N:5]2[C:14]=1[C:13]1[CH:12]=[CH:11][CH:10]=[CH:9][C:8]=1[N:7]=[C:6]2[NH2:15].[C:16](O)(=[O:23])[C:17]1[CH:22]=[CH:21][CH:20]=[N:19][CH:18]=1.F[P-](F)(F)(F)(F)F.N1(O[P+](N2CCCC2)(N2CCCC2)N2CCCC2)C2C=CC=CC=2N=N1.C(N(CC)C(C)C)(C)C. The catalyst is CN(C)C=O. The product is [N:2]1[CH2:3][CH2:4][N:5]2[C:14]=1[C:13]1[CH:12]=[CH:11][CH:10]=[CH:9][C:8]=1[N:7]=[C:6]2[NH:15][C:16](=[O:23])[C:17]1[CH:22]=[CH:21][CH:20]=[N:19][CH:18]=1. The yield is 0.830.